From a dataset of NCI-60 drug combinations with 297,098 pairs across 59 cell lines. Regression. Given two drug SMILES strings and cell line genomic features, predict the synergy score measuring deviation from expected non-interaction effect. (1) Drug 1: CC1CCC2CC(C(=CC=CC=CC(CC(C(=O)C(C(C(=CC(C(=O)CC(OC(=O)C3CCCCN3C(=O)C(=O)C1(O2)O)C(C)CC4CCC(C(C4)OC)OCCO)C)C)O)OC)C)C)C)OC. Drug 2: CC12CCC3C(C1CCC2O)C(CC4=C3C=CC(=C4)O)CCCCCCCCCS(=O)CCCC(C(F)(F)F)(F)F. Cell line: 786-0. Synergy scores: CSS=2.70, Synergy_ZIP=-2.58, Synergy_Bliss=-4.25, Synergy_Loewe=-12.9, Synergy_HSA=-7.17. (2) Cell line: OVCAR-4. Drug 2: C1=NC2=C(N=C(N=C2N1C3C(C(C(O3)CO)O)F)Cl)N. Synergy scores: CSS=-0.610, Synergy_ZIP=0.0601, Synergy_Bliss=2.21, Synergy_Loewe=-2.57, Synergy_HSA=-1.64. Drug 1: C1=CN(C(=O)N=C1N)C2C(C(C(O2)CO)O)O.Cl. (3) Drug 1: CN(CCCl)CCCl.Cl. Drug 2: CC(C)CN1C=NC2=C1C3=CC=CC=C3N=C2N. Cell line: HCT-15. Synergy scores: CSS=15.2, Synergy_ZIP=-10.1, Synergy_Bliss=-7.37, Synergy_Loewe=-9.08, Synergy_HSA=-7.98. (4) Cell line: SK-MEL-5. Drug 1: CC1CCC2CC(C(=CC=CC=CC(CC(C(=O)C(C(C(=CC(C(=O)CC(OC(=O)C3CCCCN3C(=O)C(=O)C1(O2)O)C(C)CC4CCC(C(C4)OC)O)C)C)O)OC)C)C)C)OC. Drug 2: CC(C)NC(=O)C1=CC=C(C=C1)CNNC.Cl. Synergy scores: CSS=10.6, Synergy_ZIP=-2.54, Synergy_Bliss=-0.679, Synergy_Loewe=-10.1, Synergy_HSA=-2.85. (5) Drug 1: CC(CN1CC(=O)NC(=O)C1)N2CC(=O)NC(=O)C2. Drug 2: CN1C(=O)N2C=NC(=C2N=N1)C(=O)N. Cell line: HOP-62. Synergy scores: CSS=7.60, Synergy_ZIP=0.557, Synergy_Bliss=8.64, Synergy_Loewe=-1.94, Synergy_HSA=2.24. (6) Drug 2: CS(=O)(=O)CCNCC1=CC=C(O1)C2=CC3=C(C=C2)N=CN=C3NC4=CC(=C(C=C4)OCC5=CC(=CC=C5)F)Cl. Cell line: BT-549. Synergy scores: CSS=30.8, Synergy_ZIP=0.284, Synergy_Bliss=0.212, Synergy_Loewe=-15.8, Synergy_HSA=0.973. Drug 1: C1C(C(OC1N2C=NC3=C(N=C(N=C32)Cl)N)CO)O. (7) Drug 1: CCCS(=O)(=O)NC1=C(C(=C(C=C1)F)C(=O)C2=CNC3=C2C=C(C=N3)C4=CC=C(C=C4)Cl)F. Drug 2: CN(C)N=NC1=C(NC=N1)C(=O)N. Cell line: DU-145. Synergy scores: CSS=7.56, Synergy_ZIP=2.05, Synergy_Bliss=2.90, Synergy_Loewe=-2.00, Synergy_HSA=-1.23. (8) Drug 1: C1CCN(CC1)CCOC2=CC=C(C=C2)C(=O)C3=C(SC4=C3C=CC(=C4)O)C5=CC=C(C=C5)O. Drug 2: C1=NC(=NC(=O)N1C2C(C(C(O2)CO)O)O)N. Cell line: SF-539. Synergy scores: CSS=-0.367, Synergy_ZIP=-0.468, Synergy_Bliss=0.627, Synergy_Loewe=-1.63, Synergy_HSA=-0.847.